Dataset: Full USPTO retrosynthesis dataset with 1.9M reactions from patents (1976-2016). Task: Predict the reactants needed to synthesize the given product. (1) The reactants are: [C:1]([C:3]1[C:4]([S:16][CH2:17][CH2:18][NH:19][CH2:20][C@H:21]([C:25]2[CH:30]=[CH:29][C:28]([Cl:31])=[C:27]([Cl:32])[CH:26]=2)[CH2:22][CH:23]=[CH2:24])=[C:5]([C:13]([OH:15])=O)[C:6]2[C:11]([CH:12]=1)=[CH:10][CH:9]=[CH:8][CH:7]=2)#[N:2].C(N(C(C)C)CC)(C)C.O=C1N(P(Cl)(N2CCOC2=O)=O)CCO1. Given the product [Cl:32][C:27]1[CH:26]=[C:25]([C@H:21]([CH2:22][CH:23]=[CH2:24])[CH2:20][N:19]2[C:13](=[O:15])[C:5]3[C:6]4[C:11]([CH:12]=[C:3]([C:1]#[N:2])[C:4]=3[S:16][CH2:17][CH2:18]2)=[CH:10][CH:9]=[CH:8][CH:7]=4)[CH:30]=[CH:29][C:28]=1[Cl:31], predict the reactants needed to synthesize it. (2) The reactants are: Cl.[CH2:2]([O:4][C:5](=[O:8])[CH2:6][NH2:7])[CH3:3].[CH:9](OC)=[O:10]. Given the product [CH:9]([NH:7][CH2:6][C:5]([O:4][CH2:2][CH3:3])=[O:8])=[O:10], predict the reactants needed to synthesize it. (3) Given the product [OH:5]/[CH:3]=[C:4]1\[C:6](=[O:13])[CH2:7][CH2:8][CH2:9][CH2:10][CH2:11]\1, predict the reactants needed to synthesize it. The reactants are: [H-].[Na+].[CH2:3]([OH:5])[CH3:4].[C:6]1(=[O:13])C[CH2:11][CH2:10][CH2:9][CH2:8][CH2:7]1.C(OCC)=O. (4) Given the product [CH:1]1([C:4]2[NH:8][C:7]3[CH:9]=[C:10]([C:17]4[C:18]([CH3:23])=[N:19][O:20][C:21]=4[CH3:22])[CH:11]=[C:12]([C:13]([C:6]4[CH:12]=[CH:11][CH:10]=[CH:9][CH:7]=4)([C:24]4[CH:29]=[CH:28][CH:27]=[CH:26][CH:25]=4)[OH:15])[C:6]=3[N:5]=2)[CH2:3][CH2:2]1, predict the reactants needed to synthesize it. The reactants are: [CH:1]1([C:4]2[NH:8][C:7]3[CH:9]=[C:10]([C:17]4[C:18]([CH3:23])=[N:19][O:20][C:21]=4[CH3:22])[CH:11]=[C:12]([C:13]([O:15]C)=O)[C:6]=3[N:5]=2)[CH2:3][CH2:2]1.[C:24]1([Mg]Br)[CH:29]=[CH:28][CH:27]=[CH:26][CH:25]=1. (5) Given the product [F:12][C:8]1[CH:7]=[C:6]2[C:11]([C:2]([NH:21][C:22]3[CH:23]=[N:24][CH:25]=[CH:26][CH:27]=3)=[N:3][C:4]([C:13]3[O:14][C:15]([N+:18]([O-:20])=[O:19])=[CH:16][CH:17]=3)=[N:5]2)=[CH:10][CH:9]=1, predict the reactants needed to synthesize it. The reactants are: Cl[C:2]1[C:11]2[C:6](=[CH:7][C:8]([F:12])=[CH:9][CH:10]=2)[N:5]=[C:4]([C:13]2[O:14][C:15]([N+:18]([O-:20])=[O:19])=[CH:16][CH:17]=2)[N:3]=1.[NH2:21][C:22]1[CH:23]=[N:24][CH:25]=[CH:26][CH:27]=1.O. (6) Given the product [CH:1]([O:4][C:5]1[CH:6]=[CH:7][C:8]([C:9]2[O:11][N:36]=[C:27]([C:28]3[CH:33]=[CH:32][C:31]([CH2:34][OH:35])=[CH:30][CH:29]=3)[N:26]=2)=[CH:12][CH:13]=1)([CH3:2])[CH3:3], predict the reactants needed to synthesize it. The reactants are: [CH:1]([O:4][C:5]1[CH:13]=[CH:12][C:8]([C:9]([OH:11])=O)=[CH:7][CH:6]=1)([CH3:3])[CH3:2].O.ON1C2C=CC=CC=2N=N1.O[NH:26][C:27](=[NH:36])[C:28]1[CH:33]=[CH:32][C:31]([CH2:34][OH:35])=[CH:30][CH:29]=1. (7) Given the product [NH2:37][C:36](=[NH:38])[N:31]([CH3:35])[CH2:45][C:43]([NH:42][CH2:46][CH2:47][CH2:9][P+:10]([C:23]1[CH:28]=[CH:27][CH:26]=[CH:25][CH:24]=1)([C:11]1[CH:12]=[CH:13][CH:14]=[CH:15][CH:16]=1)[C:17]1[CH:22]=[CH:21][CH:20]=[CH:19][CH:18]=1)=[O:52].[Cl-:29], predict the reactants needed to synthesize it. The reactants are: CNCC(NCC[CH2:9][P+:10]([C:23]1[CH:28]=[CH:27][CH:26]=[CH:25][CH:24]=1)([C:17]1[CH:22]=[CH:21][CH:20]=[CH:19][CH:18]=1)[C:11]1[CH:16]=[CH:15][CH:14]=[CH:13][CH:12]=1)=O.[Cl-:29].Cl.[N:31]1([C:36](=[NH:38])[NH2:37])[CH:35]=CC=N1.C([N:42]([CH2:46][CH3:47])[CH:43]([CH3:45])C)(C)C.C([O:52]C)(C)(C)C. (8) Given the product [C:1]([NH:5][C:6]([C:8]1[S:25][C:11]2[N:12]=[C:13]([S:23][CH3:24])[N:14]=[C:15]([C:16]3[CH:21]=[CH:20][CH:19]=[C:18]([O:22][C:28]([O:30][C:31]4[CH:36]=[CH:35][CH:34]=[CH:33][CH:32]=4)=[O:29])[CH:17]=3)[C:10]=2[C:9]=1[NH2:26])=[O:7])([CH3:4])([CH3:2])[CH3:3], predict the reactants needed to synthesize it. The reactants are: [C:1]([NH:5][C:6]([C:8]1[S:25][C:11]2[N:12]=[C:13]([S:23][CH3:24])[N:14]=[C:15]([C:16]3[CH:21]=[CH:20][CH:19]=[C:18]([OH:22])[CH:17]=3)[C:10]=2[C:9]=1[NH2:26])=[O:7])([CH3:4])([CH3:3])[CH3:2].Cl[C:28]([O:30][C:31]1[CH:36]=[CH:35][CH:34]=[CH:33][CH:32]=1)=[O:29]. (9) The reactants are: [C:1]([C:5]1[CH:10]=[C:9](O)[CH:8]=[CH:7][C:6]=1[OH:12])([CH3:4])(C)C.CC(O)(C[CH:17]([OH:19])C)C.CCCCCCC. Given the product [OH:19][CH:17]1[CH2:4][CH2:1][C:5]2[C:6](=[CH:7][CH:8]=[CH:9][CH:10]=2)[O:12]1, predict the reactants needed to synthesize it.